This data is from Human liver microsome stability data. The task is: Regression/Classification. Given a drug SMILES string, predict its absorption, distribution, metabolism, or excretion properties. Task type varies by dataset: regression for continuous measurements (e.g., permeability, clearance, half-life) or binary classification for categorical outcomes (e.g., BBB penetration, CYP inhibition). Dataset: hlm. (1) The molecule is CN[C@@H](Cc1ccccc1)C(=O)N[C@@H](Cc1ccccc1)C(N)=O. The result is 0 (unstable in human liver microsomes). (2) The molecule is COc1cc([C@@H]2CCN(CC(N)=O)C[C@@H]2O)ccc1Nc1ncc2ccc(-c3ccccc3OC)n2n1. The result is 1 (stable in human liver microsomes). (3) The compound is CNC(=O)c1c(-c2ccc(F)cc2)oc2nc(NCC(F)(F)F)c(-c3cccc(C(=O)NC(C)(C)c4ncon4)c3)cc12. The result is 0 (unstable in human liver microsomes). (4) The drug is CCCOC(=O)N1CCN(C(=O)c2ccc3c(Cl)c4c(nc3c2)CCCC4)[C@@H](C)C1. The result is 1 (stable in human liver microsomes). (5) The drug is O=C(C1CC1)N1CCC(Oc2ccc3c(c2)CCC2(CCN(C4CCC4)CC2)O3)CC1. The result is 0 (unstable in human liver microsomes). (6) The compound is CC(C)(C)OC(=O)N[C@H]1CC[C@H](n2cnc3cnc4[nH]ccc4c32)CC1. The result is 0 (unstable in human liver microsomes).